From a dataset of Catalyst prediction with 721,799 reactions and 888 catalyst types from USPTO. Predict which catalyst facilitates the given reaction. (1) Reactant: [O:1]1[CH2:4][CH:3]([C:5]([N:7]2[CH2:13][C:12]3[CH:14]=[CH:15][C:16]([C:18](OC)=[O:19])=[CH:17][C:11]=3[O:10][CH2:9][C@@H:8]2[C:22]([F:25])([F:24])[F:23])=[O:6])[CH2:2]1.[NH2:26][OH:27].[OH-].[Na+]. Product: [OH:27][NH:26][C:18]([C:16]1[CH:15]=[CH:14][C:12]2[CH2:13][N:7]([C:5]([CH:3]3[CH2:4][O:1][CH2:2]3)=[O:6])[C@@H:8]([C:22]([F:25])([F:24])[F:23])[CH2:9][O:10][C:11]=2[CH:17]=1)=[O:19]. The catalyst class is: 36. (2) Reactant: [C:1]([O:5][C:6](=[O:31])[N:7]([CH3:30])[CH2:8][C:9]#[C:10][C:11]1[S:12][CH:13]=[C:14]([C:16](=[O:29])[N:17]([CH3:28])[C@H:18]2[C:27]3[C:22](=[CH:23][CH:24]=[CH:25][CH:26]=3)[CH2:21][CH2:20][CH2:19]2)[N:15]=1)([CH3:4])([CH3:3])[CH3:2]. Product: [C:1]([O:5][C:6](=[O:31])[N:7]([CH3:30])[CH2:8][CH2:9][CH2:10][C:11]1[S:12][CH:13]=[C:14]([C:16](=[O:29])[N:17]([CH3:28])[C@H:18]2[C:27]3[C:22](=[CH:23][CH:24]=[CH:25][CH:26]=3)[CH2:21][CH2:20][CH2:19]2)[N:15]=1)([CH3:3])([CH3:4])[CH3:2]. The catalyst class is: 19. (3) Reactant: [C:1](/[C:3](=[CH:9]\[C:10]1[CH:15]=[CH:14][C:13]([O:16][C:17]2[CH:22]=[CH:21][CH:20]=[CH:19][CH:18]=2)=[CH:12][CH:11]=1)/[C:4]([O:6]CC)=O)#[N:2].[C:23]([NH2:31])(=[NH:30])[C:24]1[CH:29]=[CH:28][CH:27]=[CH:26][CH:25]=1.C(OCC)(=O)C. Product: [O:6]=[C:4]1[NH:31][C:23]([C:24]2[CH:29]=[CH:28][CH:27]=[CH:26][CH:25]=2)=[N:30][C:9]([C:10]2[CH:11]=[CH:12][C:13]([O:16][C:17]3[CH:18]=[CH:19][CH:20]=[CH:21][CH:22]=3)=[CH:14][CH:15]=2)=[C:3]1[C:1]#[N:2]. The catalyst class is: 5. (4) Reactant: [NH2:1][CH2:2][CH2:3][C:4]1[C:12]2[C:7](=[CH:8][CH:9]=[CH:10][CH:11]=2)[NH:6][CH:5]=1.C(N1[C:22](=[O:23])[C:21]2=[CH:24][CH:25]=[CH:26][CH:27]=[C:20]2[C:19]1=[O:28])(OCC)=O. Product: [NH:6]1[C:7]2[C:12](=[CH:11][CH:10]=[CH:9][CH:8]=2)[C:4]([CH2:3][CH2:2][N:1]2[C:22](=[O:23])[C:21]3[C:20](=[CH:27][CH:26]=[CH:25][CH:24]=3)[C:19]2=[O:28])=[CH:5]1. The catalyst class is: 2. (5) Reactant: [Br:1][C:2]1[C:3](=[O:19])[NH:4][C:5]([CH3:18])=[CH:6][C:7]=1[O:8][CH2:9][C:10]1[CH:15]=[CH:14][C:13]([F:16])=[CH:12][C:11]=1[F:17].Br[CH2:21][C:22]1[CH:27]=[CH:26][N:25]=[C:24]([S:28][CH3:29])[N:23]=1.[H-].[Na+]. Product: [Br:1][C:2]1[C:3](=[O:19])[N:4]([CH2:21][C:22]2[CH:27]=[CH:26][N:25]=[C:24]([S:28][CH3:29])[N:23]=2)[C:5]([CH3:18])=[CH:6][C:7]=1[O:8][CH2:9][C:10]1[CH:15]=[CH:14][C:13]([F:16])=[CH:12][C:11]=1[F:17]. The catalyst class is: 1. (6) Reactant: [NH2:1][C:2]1[C:3]([C:12]([NH:14][C@H:15]([C:22]([O:24][CH2:25][C:26]2[CH:31]=[CH:30][CH:29]=[CH:28][CH:27]=2)=[O:23])[CH2:16][C:17]([O:19][CH2:20][CH3:21])=[O:18])=[O:13])=[CH:4][C:5]2[C:10]([CH:11]=1)=[CH:9][CH:8]=[CH:7][CH:6]=2.[N:32]([C:35]1[C:40]([CH3:41])=[CH:39][C:38]([CH3:42])=[CH:37][C:36]=1[CH3:43])=[C:33]=[O:34]. The catalyst class is: 17. Product: [CH3:41][C:40]1[CH:39]=[C:38]([CH3:42])[CH:37]=[C:36]([CH3:43])[C:35]=1[NH:32][C:33]([NH:1][C:2]1[C:3]([C:12]([NH:14][C@H:15]([C:22]([O:24][CH2:25][C:26]2[CH:31]=[CH:30][CH:29]=[CH:28][CH:27]=2)=[O:23])[CH2:16][C:17]([O:19][CH2:20][CH3:21])=[O:18])=[O:13])=[CH:4][C:5]2[C:10]([CH:11]=1)=[CH:9][CH:8]=[CH:7][CH:6]=2)=[O:34]. (7) Reactant: [F:1][C:2]1[CH:3]=[C:4]([C:34]2[C:35]([C:40]#[N:41])=[CH:36][CH:37]=[CH:38][CH:39]=2)[CH:5]=[CH:6][C:7]=1[CH2:8][C:9]1[C:10](=[O:33])[N:11]([C@H:21]2[CH2:26][CH2:25][C@H:24]([O:27][CH2:28][C:29]([OH:32])([CH3:31])[CH3:30])[CH2:23][CH2:22]2)[C:12]2[N:13]([N:18]=[CH:19][CH:20]=2)[C:14]=1[CH2:15][CH2:16][CH3:17].C[Si]([N:46]=[N+:47]=[N-:48])(C)C.C([Sn](=O)CCCC)CCC.C1(C)C=CC=CC=1. Product: [F:1][C:2]1[CH:3]=[C:4]([C:34]2[CH:39]=[CH:38][CH:37]=[CH:36][C:35]=2[C:40]2[NH:48][N:47]=[N:46][N:41]=2)[CH:5]=[CH:6][C:7]=1[CH2:8][C:9]1[C:10](=[O:33])[N:11]([C@H:21]2[CH2:26][CH2:25][C@H:24]([O:27][CH2:28][C:29]([OH:32])([CH3:30])[CH3:31])[CH2:23][CH2:22]2)[C:12]2[N:13]([N:18]=[CH:19][CH:20]=2)[C:14]=1[CH2:15][CH2:16][CH3:17]. The catalyst class is: 69. (8) Reactant: Cl.CN(C)CCCN=C=NCC.[C:13]([O:17][C:18](=[O:35])[NH:19][C@@H:20]([C@H:28]1[CH2:33][CH2:32][C@@H:31]([NH2:34])[CH2:30][CH2:29]1)[C:21](=[O:27])[N:22]1[CH2:26][CH2:25][CH2:24][CH2:23]1)([CH3:16])([CH3:15])[CH3:14].[C:36](O)(=[O:47])[CH2:37][NH:38][C:39]([C:41]1[CH:46]=[CH:45][CH:44]=[CH:43][CH:42]=1)=[O:40].OC1C2N=NNC=2C=CC=1. Product: [C:13]([O:17][C:18](=[O:35])[NH:19][C@@H:20]([C@H:28]1[CH2:33][CH2:32][C@H:31]([NH:34][C:36](=[O:47])[CH2:37][NH:38][C:39](=[O:40])[C:41]2[CH:42]=[CH:43][CH:44]=[CH:45][CH:46]=2)[CH2:30][CH2:29]1)[C:21](=[O:27])[N:22]1[CH2:23][CH2:24][CH2:25][CH2:26]1)([CH3:16])([CH3:14])[CH3:15]. The catalyst class is: 4. (9) Reactant: [CH3:1][C:2]1([CH3:19])[C:10]2[C:5](=[CH:6][C:7]([N+:15]([O-:17])=[O:16])=[C:8]([NH:11]C(=O)C)[CH:9]=2)[NH:4][C:3]1=[O:18].Cl[CH2:21][C:22]1[CH:23]=[C:24]([F:33])[C:25]([O:29][CH:30]([CH3:32])[CH3:31])=[C:26]([F:28])[CH:27]=1.C([O-])([O-])=O.[K+].[K+]. Product: [NH2:11][C:8]1[CH:9]=[C:10]2[C:5](=[CH:6][C:7]=1[N+:15]([O-:17])=[O:16])[N:4]([CH2:21][C:22]1[CH:23]=[C:24]([F:33])[C:25]([O:29][CH:30]([CH3:31])[CH3:32])=[C:26]([F:28])[CH:27]=1)[C:3](=[O:18])[C:2]2([CH3:1])[CH3:19]. The catalyst class is: 33. (10) Reactant: [CH2:1]([O:3][C:4]1[CH:9]=[CH:8][C:7](B2OC(C)(C)C(C)(C)O2)=[CH:6][C:5]=1[C:19]([F:22])([F:21])[F:20])[CH3:2].C([O-])([O-])=O.[Na+].[Na+].[Cl:29][C:30]1[N:31]=[C:32](Cl)[C:33]2[CH:38]=[CH:37][N:36]([CH3:39])[C:34]=2[N:35]=1.O1CCOCC1. Product: [Cl:29][C:30]1[N:31]=[C:32]([C:7]2[CH:8]=[CH:9][C:4]([O:3][CH2:1][CH3:2])=[C:5]([C:19]([F:20])([F:21])[F:22])[CH:6]=2)[C:33]2[CH:38]=[CH:37][N:36]([CH3:39])[C:34]=2[N:35]=1. The catalyst class is: 103.